From a dataset of Forward reaction prediction with 1.9M reactions from USPTO patents (1976-2016). Predict the product of the given reaction. (1) Given the reactants [C:1]([O:4][C@@H:5]1[C@@H:10]([O:11][C:12](=[O:14])[CH3:13])[C@H:9]([O:15][C:16](=[O:18])[CH3:17])[C@@H:8](O/C(/C(OCC)=O)=C\C2C=CC=CC=2F)[O:7][C@H:6]1[CH2:34][O:35][C:36](=[O:38])[CH3:37])(=[O:3])[CH3:2].[F:39][C:40]([F:56])([F:55])[C:41]1[CH:42]=[C:43]([CH2:47][C:48](=[O:54])[C:49]([O:51][CH2:52][CH3:53])=[O:50])[CH:44]=[CH:45][CH:46]=1.[H-].[Na+].[Br-].C(O[C@@H]1[C@@H](OC(=O)C)[C@@H](OC(=O)C)[C@@H](COC(=O)C)O[C@@H]1O)(=O)C, predict the reaction product. The product is: [C:1]([O:4][C@H:5]1[C@@H:10]([O:11][C:12](=[O:14])[CH3:13])[C@H:9]([O:15][C:16](=[O:18])[CH3:17])[C@@H:8]([O:54]/[C:48](/[C:49]([O:51][CH2:52][CH3:53])=[O:50])=[CH:47]\[C:43]2[CH:44]=[CH:45][CH:46]=[C:41]([C:40]([F:55])([F:56])[F:39])[CH:42]=2)[O:7][C@H:6]1[CH2:34][O:35][C:36](=[O:38])[CH3:37])(=[O:3])[CH3:2]. (2) Given the reactants [Cl:1][C:2]1[N:7]=[C:6](Cl)[CH:5]=[CH:4][N:3]=1.[NH:9]1[C:17]2[C:12](=[CH:13][CH:14]=[CH:15][CH:16]=2)[CH2:11][CH2:10]1, predict the reaction product. The product is: [ClH:1].[Cl:1][C:2]1[N:7]=[C:6]([N:9]2[C:17]3[C:12](=[CH:13][CH:14]=[CH:15][CH:16]=3)[CH2:11][CH2:10]2)[CH:5]=[CH:4][N:3]=1. (3) Given the reactants [CH:1]1[C:2]([C:10]([O:12][CH2:13][CH3:14])=[O:11])=[CH:3][N:4]2[C:9]=1[CH:8]=[CH:7][CH:6]=[CH:5]2.[Cl:15]N1C(=O)CCC1=O, predict the reaction product. The product is: [Cl:15][C:3]1[N:4]2[C:9]([CH:8]=[CH:7][CH:6]=[CH:5]2)=[CH:1][C:2]=1[C:10]([O:12][CH2:13][CH3:14])=[O:11]. (4) Given the reactants F[P-](F)(F)(F)(F)F.N1(OC(N(C)C)=[N+](C)C)C2N=CC=CC=2N=N1.[Br:25][C:26]1[CH:31]=[CH:30][C:29]([CH2:32][NH:33][CH3:34])=[CH:28][C:27]=1[Cl:35].[C:36]([O:40][C:41]([NH:43][CH2:44][CH2:45][CH2:46][C:47]([OH:49])=O)=[O:42])([CH3:39])([CH3:38])[CH3:37].CCN(C(C)C)C(C)C, predict the reaction product. The product is: [Br:25][C:26]1[CH:31]=[CH:30][C:29]([CH2:32][N:33]([CH3:34])[C:47](=[O:49])[CH2:46][CH2:45][CH2:44][NH:43][C:41](=[O:42])[O:40][C:36]([CH3:37])([CH3:38])[CH3:39])=[CH:28][C:27]=1[Cl:35]. (5) Given the reactants [C:1]1([S:11](Cl)(=[O:13])=[O:12])[C:10]2[C:5](=[CH:6][CH:7]=[CH:8][CH:9]=2)[CH:4]=[CH:3][CH:2]=1.[OH-].[NH4+:16], predict the reaction product. The product is: [C:1]1([S:11]([NH2:16])(=[O:13])=[O:12])[C:10]2[C:5](=[CH:6][CH:7]=[CH:8][CH:9]=2)[CH:4]=[CH:3][CH:2]=1.